This data is from Reaction yield outcomes from USPTO patents with 853,638 reactions. The task is: Predict the reaction yield, written as a fraction of the theoretical maximum amount of product (1.0 means a 100% yield; for example, 0.34 means a 34% yield). No catalyst specified. The yield is 0.800. The product is [Cl:1][C:2]([Cl:7])([Cl:6])[C:3]1[O:4][N:11]=[C:10]([C:12]2[CH:21]=[CH:20][C:19]3[C:14](=[CH:15][CH:16]=[CH:17][CH:18]=3)[N:13]=2)[N:9]=1. The reactants are [Cl:1][C:2]([Cl:7])([Cl:6])[C:3](Cl)=[O:4].O[N:9]=[C:10]([C:12]1[CH:21]=[CH:20][C:19]2[C:14](=[CH:15][CH:16]=[CH:17][CH:18]=2)[N:13]=1)[NH2:11].ClC(Cl)(Cl)C(O)=O.